This data is from Full USPTO retrosynthesis dataset with 1.9M reactions from patents (1976-2016). The task is: Predict the reactants needed to synthesize the given product. (1) Given the product [F:1][CH:2]([F:13])[O:3][C:4]1[CH:5]=[CH:6][C:7]([CH2:10][CH2:11][O:12][S:22]([CH3:21])(=[O:24])=[O:23])=[CH:8][CH:9]=1, predict the reactants needed to synthesize it. The reactants are: [F:1][CH:2]([F:13])[O:3][C:4]1[CH:9]=[CH:8][C:7]([CH2:10][CH2:11][OH:12])=[CH:6][CH:5]=1.C(N(CC)CC)C.[CH3:21][S:22](Cl)(=[O:24])=[O:23]. (2) Given the product [CH2:1]([O:8][C:9](=[O:25])[NH:10][CH2:11][CH2:12][CH2:13][CH2:14][CH2:15][CH2:16][N:17]1[CH2:21][CH:20]([OH:22])[CH2:19][CH:18]1[CH:23]([C:2]1[CH:7]=[CH:6][CH:5]=[CH:4][CH:3]=1)[O:24][CH:26]([C:27]1[CH:34]=[CH:33][C:30]([O:31][CH3:32])=[CH:29][CH:28]=1)[C:35]1[CH:36]=[CH:37][C:38]([O:39][CH3:40])=[CH:41][CH:42]=1)[C:2]1[CH:7]=[CH:6][CH:5]=[CH:4][CH:3]=1, predict the reactants needed to synthesize it. The reactants are: [CH2:1]([O:8][C:9](=[O:25])[NH:10][CH2:11][CH2:12][CH2:13][CH2:14][CH2:15][CH2:16][N:17]1[CH2:21][CH:20]([OH:22])[CH2:19][CH:18]1[CH2:23][OH:24])[C:2]1[CH:7]=[CH:6][CH:5]=[CH:4][CH:3]=1.[C:26](Cl)(C1C=CC=CC=1)([C:35]1[CH:42]=[CH:41][C:38]([O:39][CH3:40])=[CH:37][CH:36]=1)[C:27]1[CH:34]=[CH:33][C:30]([O:31][CH3:32])=[CH:29][CH:28]=1. (3) Given the product [CH2:29]([O:28][C:26]([N:23]1[CH2:24][CH2:25][CH:20]([CH:18]([C:5]2[CH:6]=[CH:7][C:2]([Br:1])=[CH:3][CH:4]=2)[OH:19])[CH2:21][CH2:22]1)=[O:27])[C:30]1[CH:35]=[CH:34][CH:33]=[CH:32][CH:31]=1, predict the reactants needed to synthesize it. The reactants are: [Br:1][C:2]1[CH:7]=[CH:6][C:5](I)=[CH:4][CH:3]=1.CC[Mg+].[Br-].C(OCC)C.[CH:18]([CH:20]1[CH2:25][CH2:24][N:23]([C:26]([O:28][CH2:29][C:30]2[CH:35]=[CH:34][CH:33]=[CH:32][CH:31]=2)=[O:27])[CH2:22][CH2:21]1)=[O:19]. (4) Given the product [C:15]1([C:14]2[C:13]3[C:8](=[CH:9][CH:10]=[CH:11][CH:12]=3)[C:7](=[O:21])[O:6][C:5]=2[CH:3]([NH:2][C:23]2[C:24]3[S:31][CH:30]=[CH:29][C:25]=3[N:26]=[CH:27][N:28]=2)[CH3:4])[CH:20]=[CH:19][CH:18]=[CH:17][CH:16]=1, predict the reactants needed to synthesize it. The reactants are: Cl.[NH2:2][CH:3]([C:5]1[O:6][C:7](=[O:21])[C:8]2[C:13]([C:14]=1[C:15]1[CH:20]=[CH:19][CH:18]=[CH:17][CH:16]=1)=[CH:12][CH:11]=[CH:10][CH:9]=2)[CH3:4].Cl[C:23]1[C:24]2[S:31][CH:30]=[CH:29][C:25]=2[N:26]=[CH:27][N:28]=1.C(N(CC)CC)C.ClC1C2C=CSC=2N=CN=1. (5) Given the product [Br:29][C:30]1[CH:31]=[C:32]([CH:36]([CH3:2])[C:37]([OH:39])=[O:38])[CH:33]=[CH:34][CH:35]=1, predict the reactants needed to synthesize it. The reactants are: [Li+].[CH3:2]C([N-]C(C)C)C.C1COCC1.CCCCCCC.C(C1C=CC=CC=1)C.[Br:29][C:30]1[CH:31]=[C:32]([CH2:36][C:37]([OH:39])=[O:38])[CH:33]=[CH:34][CH:35]=1.CI. (6) Given the product [C@H:1]1([NH:10][C:11]2[CH:20]=[CH:19][C:18]3[C:13](=[CH:14][CH:15]=[C:16]([NH:21][C:31]([NH:30][C:27]4[CH:28]=[CH:29][C:24]([O:23][CH3:22])=[CH:25][CH:26]=4)=[O:32])[CH:17]=3)[N:12]=2)[C:9]2[C:4](=[CH:5][CH:6]=[CH:7][CH:8]=2)[CH2:3][CH2:2]1, predict the reactants needed to synthesize it. The reactants are: [C@H:1]1([NH:10][C:11]2[CH:20]=[CH:19][C:18]3[C:13](=[CH:14][CH:15]=[C:16]([NH2:21])[CH:17]=3)[N:12]=2)[C:9]2[C:4](=[CH:5][CH:6]=[CH:7][CH:8]=2)[CH2:3][CH2:2]1.[CH3:22][O:23][C:24]1[CH:29]=[CH:28][C:27]([N:30]=[C:31]=[O:32])=[CH:26][CH:25]=1.